Dataset: Peptide-MHC class I binding affinity with 185,985 pairs from IEDB/IMGT. Task: Regression. Given a peptide amino acid sequence and an MHC pseudo amino acid sequence, predict their binding affinity value. This is MHC class I binding data. The peptide sequence is EIPDVLNSL. The MHC is HLA-A80:01 with pseudo-sequence HLA-A80:01. The binding affinity (normalized) is 0.0847.